From a dataset of Reaction yield outcomes from USPTO patents with 853,638 reactions. Predict the reaction yield, written as a fraction of the theoretical maximum amount of product (1.0 means a 100% yield; for example, 0.34 means a 34% yield). (1) The reactants are [Br:1][C:2]1[CH:7]=[C:6]([NH2:8])[CH:5]=[CH:4][N:3]=1.[H-].[Na+].[CH3:11][O:12][C:13](=[O:24])[C:14]1[CH:19]=[CH:18][C:17](F)=[C:16]([N+:21]([O-:23])=[O:22])[CH:15]=1. The catalyst is C1COCC1. The product is [CH3:11][O:12][C:13](=[O:24])[C:14]1[CH:19]=[CH:18][C:17]([NH:8][C:6]2[CH:5]=[CH:4][N:3]=[C:2]([Br:1])[CH:7]=2)=[C:16]([N+:21]([O-:23])=[O:22])[CH:15]=1. The yield is 0.850. (2) The reactants are [CH2:1]([O:8][C:9]1[CH:10]=[N:11][C:12]([NH2:15])=[N:13][CH:14]=1)[C:2]1[CH:7]=[CH:6][CH:5]=[CH:4][CH:3]=1.[C:16](Cl)(=[O:22])[CH2:17][CH2:18][CH2:19][CH2:20][CH3:21].Cl. The catalyst is ClCCl.N1C=CC=CC=1. The product is [CH2:1]([O:8][C:9]1[CH:14]=[N:13][C:12]([NH:15][C:16](=[O:22])[CH2:17][CH2:18][CH2:19][CH2:20][CH3:21])=[N:11][CH:10]=1)[C:2]1[CH:7]=[CH:6][CH:5]=[CH:4][CH:3]=1. The yield is 0.980. (3) The reactants are [CH3:1][O:2][C:3]1[CH:4]=[C:5]([C:11]2[CH:12]=[N:13][C:14]([SH:17])=[N:15][CH:16]=2)[CH:6]=[CH:7][C:8]=1[O:9][CH3:10].[C:18]([O:22][C:23]([N:25]1[CH2:30][CH2:29][CH2:28][CH:27]([CH2:31][NH:32][C:33](=[O:36])[CH2:34]Cl)[CH2:26]1)=[O:24])([CH3:21])([CH3:20])[CH3:19].C(N(C(C)C)CC)(C)C. The catalyst is C(Cl)Cl. The product is [C:18]([O:22][C:23]([N:25]1[CH2:30][CH2:29][CH2:28][CH:27]([CH2:31][NH:32][C:33](=[O:36])[CH2:34][S:17][C:14]2[N:13]=[CH:12][C:11]([C:5]3[CH:6]=[CH:7][C:8]([O:9][CH3:10])=[C:3]([O:2][CH3:1])[CH:4]=3)=[CH:16][N:15]=2)[CH2:26]1)=[O:24])([CH3:21])([CH3:19])[CH3:20]. The yield is 0.550. (4) No catalyst specified. The product is [Cl:1][C:2]1[N:3]=[C:4]([C:9]([NH:11][C@H:12]2[CH2:17][CH2:16][N:15]([C:18]3[S:19][C:20]([C:26]([O:28][CH2:29][CH3:30])=[O:27])=[C:21]([C:23](=[O:24])[NH:40][CH3:39])[N:22]=3)[CH2:14][C@H:13]2[O:31][CH2:32][CH2:33][CH3:34])=[O:10])[NH:5][C:6]=1[CH2:7][CH3:8]. The reactants are [Cl:1][C:2]1[N:3]=[C:4]([C:9]([NH:11][C@H:12]2[CH2:17][CH2:16][N:15]([C:18]3[S:19][C:20]([C:26]([O:28][CH2:29][CH3:30])=[O:27])=[C:21]([C:23](O)=[O:24])[N:22]=3)[CH2:14][C@H:13]2[O:31][CH2:32][CH2:33][CH3:34])=[O:10])[NH:5][C:6]=1[CH2:7][CH3:8].Cl.CN.C[CH2:39][N:40]=C=NCCCN(C)C.Cl.C1C=CC2N(O)N=NC=2C=1. The yield is 0.770. (5) The reactants are [CH3:1][O:2][C:3]1[CH:9]=[C:8]([O:10][CH3:11])[C:7]([CH3:12])=[CH:6][C:4]=1[NH2:5].[C:13](Cl)(Cl)=[O:14]. The catalyst is CCOC(C)=O. The product is [N:5]([C:4]1[CH:6]=[C:7]([CH3:12])[C:8]([O:10][CH3:11])=[CH:9][C:3]=1[O:2][CH3:1])=[C:13]=[O:14]. The yield is 1.00. (6) The reactants are FC(F)(F)S(O[C:7]1[CH:8]=[C:9]2[C:14](=[CH:15][CH:16]=1)[N:13]=[CH:12][CH:11]=[CH:10]2)(=O)=O.[C:19](=[N:32][NH2:33])([C:26]1[CH:31]=[CH:30][CH:29]=[CH:28][CH:27]=1)[C:20]1[CH:25]=[CH:24][CH:23]=[CH:22][CH:21]=1.C(=O)([O-])[O-].[Cs+].[Cs+]. The catalyst is C1(C)C=CC=CC=1.C1(P(C2C=CC=CC=2)[C-]2C=CC=C2)C=CC=CC=1.[C-]1(P(C2C=CC=CC=2)C2C=CC=CC=2)C=CC=C1.[Fe+2].C([O-])(=O)C.[Pd+2].C([O-])(=O)C. The product is [C:20]1([C:19]([C:26]2[CH:31]=[CH:30][CH:29]=[CH:28][CH:27]=2)=[N:32][NH:33][C:7]2[CH:8]=[C:9]3[C:14](=[CH:15][CH:16]=2)[N:13]=[CH:12][CH:11]=[CH:10]3)[CH:21]=[CH:22][CH:23]=[CH:24][CH:25]=1. The yield is 0.686. (7) The reactants are [Cl:1][C:2]1[S:6][C:5]([C:7]([O:9]C)=[O:8])=[CH:4][C:3]=1[C:11]1[N:15]([CH3:16])[N:14]=[CH:13][CH:12]=1.[Br:17]N1C(=O)CCC1=O.[OH-].[Na+]. The catalyst is C1COCC1. The product is [Br:17][C:12]1[CH:13]=[N:14][N:15]([CH3:16])[C:11]=1[C:3]1[CH:4]=[C:5]([C:7]([OH:9])=[O:8])[S:6][C:2]=1[Cl:1]. The yield is 0.280. (8) The reactants are [CH:1]([N:3]1[C:12]2[C:7](=[CH:8][C:9]([S:13](Cl)(=[O:15])=[O:14])=[CH:10][CH:11]=2)[CH2:6][CH2:5][CH2:4]1)=[O:2].[NH2:17][C:18]1[S:19][CH:20]=[CH:21][N:22]=1. The catalyst is N1C=CC=CC=1. The product is [S:19]1[CH:20]=[CH:21][N:22]=[C:18]1[NH:17][S:13]([C:9]1[CH:8]=[C:7]2[C:12](=[CH:11][CH:10]=1)[N:3]([CH:1]=[O:2])[CH2:4][CH2:5][CH2:6]2)(=[O:15])=[O:14]. The yield is 0.120. (9) The reactants are O=[C:2]([NH:12][NH:13][C:14](=O)[C:15]([CH3:18])([CH3:17])[CH3:16])[CH2:3][NH:4][C:5](=[O:11])[O:6][C:7]([CH3:10])([CH3:9])[CH3:8].COC1C=CC(P2(SP(C3C=CC(OC)=CC=3)(=S)S2)=[S:29])=CC=1. The catalyst is C1COCC1. The product is [C:15]([C:14]1[S:29][C:2]([CH2:3][NH:4][C:5](=[O:11])[O:6][C:7]([CH3:10])([CH3:9])[CH3:8])=[N:12][N:13]=1)([CH3:18])([CH3:17])[CH3:16]. The yield is 0.920.